This data is from Reaction yield outcomes from USPTO patents with 853,638 reactions. The task is: Predict the reaction yield, written as a fraction of the theoretical maximum amount of product (1.0 means a 100% yield; for example, 0.34 means a 34% yield). (1) The reactants are C(O)(=O)C.[NH2:5][CH2:6][C@H:7]([OH:20])[CH2:8][O:9][C:10]1[C:18]2[NH:17][C:16](=[O:19])[NH:15][C:14]=2[CH:13]=[CH:12][CH:11]=1.O=[C:22]1[CH2:27][CH2:26][N:25]([C:28]2[CH:33]=[CH:32][C:31]([S:34]([N:37]3[CH2:41][C:40](=[O:42])[NH:39][C:38]3=[O:43])(=[O:36])=[O:35])=[CH:30][CH:29]=2)[CH2:24][CH2:23]1.C(O[BH-](OC(=O)C)OC(=O)C)(=O)C.[Na+]. The catalyst is CN(C)C=O. The product is [OH:20][C@H:7]([CH2:8][O:9][C:10]1[C:18]2[NH:17][C:16](=[O:19])[NH:15][C:14]=2[CH:13]=[CH:12][CH:11]=1)[CH2:6][NH:5][CH:22]1[CH2:23][CH2:24][N:25]([C:28]2[CH:29]=[CH:30][C:31]([S:34]([N:37]3[CH2:41][C:40](=[O:42])[NH:39][C:38]3=[O:43])(=[O:36])=[O:35])=[CH:32][CH:33]=2)[CH2:26][CH2:27]1. The yield is 0.400. (2) The reactants are [Cl:1][C:2]1[CH:7]=[CH:6][C:5]([O:8]C)=[CH:4][C:3]=1[C:10]1[CH:36]=[C:35]([CH3:37])[C:13]2[N:14]=[C:15]([NH:18][C:19]3[CH:24]=[CH:23][C:22]([S:25]([N:28]4[CH2:33][CH2:32][N:31]([CH3:34])[CH2:30][CH2:29]4)(=[O:27])=[O:26])=[CH:21][CH:20]=3)[N:16]=[N:17][C:12]=2[CH:11]=1.B(Br)(Br)Br. The catalyst is C(Cl)Cl. The product is [Cl:1][C:2]1[CH:7]=[CH:6][C:5]([OH:8])=[CH:4][C:3]=1[C:10]1[CH:36]=[C:35]([CH3:37])[C:13]2[N:14]=[C:15]([NH:18][C:19]3[CH:20]=[CH:21][C:22]([S:25]([N:28]4[CH2:29][CH2:30][N:31]([CH3:34])[CH2:32][CH2:33]4)(=[O:26])=[O:27])=[CH:23][CH:24]=3)[N:16]=[N:17][C:12]=2[CH:11]=1. The yield is 0.400. (3) The reactants are Br[C:2]1[CH:3]=[CH:4][C:5]2[S:9][CH:8]=[N:7][C:6]=2[CH:10]=1.[B:11]1([B:11]2[O:15][C:14]([CH3:17])([CH3:16])[C:13]([CH3:19])([CH3:18])[O:12]2)[O:15][C:14]([CH3:17])([CH3:16])[C:13]([CH3:19])([CH3:18])[O:12]1.C([O-])(=O)C.[K+]. The catalyst is CS(C)=O. The product is [CH3:18][C:13]1([CH3:19])[C:14]([CH3:17])([CH3:16])[O:15][B:11]([C:2]2[CH:3]=[CH:4][C:5]3[S:9][CH:8]=[N:7][C:6]=3[CH:10]=2)[O:12]1. The yield is 0.380.